Dataset: Full USPTO retrosynthesis dataset with 1.9M reactions from patents (1976-2016). Task: Predict the reactants needed to synthesize the given product. Given the product [F:41][C:23]([F:22])([F:42])[C:24]([NH:26][CH2:27][C:28]1[CH:33]=[CH:32][C:31]([F:34])=[C:30]([CH:35]2[CH2:40][CH2:39][N:38]([C:18]([C:7]3[C:8]4[C:13](=[C:12]([C:14]([F:15])([F:17])[F:16])[CH:11]=[CH:10][CH:9]=4)[N:5]([CH2:4][CH2:3][O:2][CH3:1])[CH:6]=3)=[O:20])[CH2:37][CH2:36]2)[CH:29]=1)=[O:25], predict the reactants needed to synthesize it. The reactants are: [CH3:1][O:2][CH2:3][CH2:4][N:5]1[C:13]2[C:8](=[CH:9][CH:10]=[CH:11][C:12]=2[C:14]([F:17])([F:16])[F:15])[C:7]([C:18]([OH:20])=O)=[CH:6]1.Cl.[F:22][C:23]([F:42])([F:41])[C:24]([NH:26][CH2:27][C:28]1[CH:33]=[CH:32][C:31]([F:34])=[C:30]([CH:35]2[CH2:40][CH2:39][NH:38][CH2:37][CH2:36]2)[CH:29]=1)=[O:25].